From a dataset of Full USPTO retrosynthesis dataset with 1.9M reactions from patents (1976-2016). Predict the reactants needed to synthesize the given product. (1) Given the product [C@H:2]12[CH2:8][C@H:5]([CH2:6][CH2:7]1)[C@@H:4]([CH2:9][OH:10])[NH:3]2, predict the reactants needed to synthesize it. The reactants are: Cl.[C@H:2]12[CH2:8][C@H:5]([CH2:6][CH2:7]1)[C@@H:4]([C:9](O)=[O:10])[NH:3]2.[AlH4-].[Li+]. (2) Given the product [CH3:17][C@:16]12[CH2:22][CH2:23][C@H:24]3[C@@H:11]([CH2:10][CH2:9][C:8]4[C@@H:25]3[CH2:26][CH2:27][C:28](=[O:29])[CH:7]=4)[C@@H:12]1[CH2:13][CH2:14][CH2:15]2, predict the reactants needed to synthesize it. The reactants are: C([C:7]1[C:28](=[O:29])[CH2:27][CH2:26][C@H:25]2[C:8]=1[CH2:9][CH2:10][C@@H:11]1[C@@H:24]2[CH2:23][CH2:22][C@@:16]2([CH2:17]O[SiH](C)C)[C@H:12]1[CH2:13][CH2:14][C@@H:15]2O)(C(C)C)(C)C.O1C=CCCC1.S(C1C=CC(C)=CC=1)([O-])(=O)=O.[NH+]1C=CC=CC=1.C([O-])([O-])=O.[Na+].[Na+].